Dataset: Full USPTO retrosynthesis dataset with 1.9M reactions from patents (1976-2016). Task: Predict the reactants needed to synthesize the given product. (1) Given the product [CH:4]1([C:8]2[CH:16]=[CH:15][C:11]3[O:12][CH2:13][O:14][C:10]=3[CH:9]=2)[CH2:3][CH:7]=[CH:6][CH2:5]1, predict the reactants needed to synthesize it. The reactants are: C=C[CH2:3][CH:4]([C:8]1[CH:16]=[CH:15][C:11]2[O:12][CH2:13][O:14][C:10]=2[CH:9]=1)[CH2:5][CH:6]=[CH2:7]. (2) Given the product [Cl:10][C:11]1[CH:16]=[CH:15][C:14]([C:17]2([NH:20][C:21]3[N:26]=[C:25]([O:27][CH2:28][C:29]([F:30])([F:32])[F:31])[N:24]=[C:23]([NH:33][C:34]4[CH:35]=[CH:36][C:37]([C:38]([NH:43][CH:44]5[CH2:48][CH2:47][CH2:46][CH:45]5[CH2:49][NH:50][C:51](=[O:57])[C:52]([O:54][CH2:55][CH3:56])=[O:53])=[O:39])=[CH:41][CH:42]=4)[N:22]=3)[CH2:19][CH2:18]2)=[CH:13][CH:12]=1, predict the reactants needed to synthesize it. The reactants are: CCN(C(C)C)C(C)C.[Cl:10][C:11]1[CH:16]=[CH:15][C:14]([C:17]2([NH:20][C:21]3[N:26]=[C:25]([O:27][CH2:28][C:29]([F:32])([F:31])[F:30])[N:24]=[C:23]([NH:33][C:34]4[CH:42]=[CH:41][C:37]([C:38](O)=[O:39])=[CH:36][CH:35]=4)[N:22]=3)[CH2:19][CH2:18]2)=[CH:13][CH:12]=1.[NH2:43][CH:44]1[CH2:48][CH2:47][CH2:46][CH:45]1[CH2:49][NH:50][C:51](=[O:57])[C:52]([O:54][CH2:55][CH3:56])=[O:53].CN(C(ON1N=NC2C=CC=CC1=2)=[N+](C)C)C.[B-](F)(F)(F)F.